From a dataset of Forward reaction prediction with 1.9M reactions from USPTO patents (1976-2016). Predict the product of the given reaction. (1) Given the reactants B(Br)(Br)Br.[C:5]12([C:15]([C:17]3[C:22]([O:23]C)=[CH:21][C:20]([O:25]C)=[CH:19][C:18]=3[Cl:27])=[O:16])[CH2:14][CH:9]3[CH2:10][CH:11]([CH2:13][CH:7]([CH2:8]3)[CH2:6]1)[CH2:12]2.O, predict the reaction product. The product is: [C:5]12([C:15]([C:17]3[C:22]([OH:23])=[CH:21][C:20]([OH:25])=[CH:19][C:18]=3[Cl:27])=[O:16])[CH2:6][CH:7]3[CH2:8][CH:9]([CH2:10][CH:11]([CH2:13]3)[CH2:12]1)[CH2:14]2. (2) The product is: [CH3:1][O:2][C:3]1[CH:4]=[C:5]([CH:11]=[CH:12][C:13]=1[O:14][CH2:15][CH2:16][NH:17][CH2:18][CH2:19][C:40](=[O:42])[CH2:39][C:24]1[CH:25]=[CH:26][C:27]([NH:28][C:29]([NH:31][C:5]2[CH:4]=[CH:3][CH:13]=[CH:12][C:48]=2[CH3:49])=[O:30])=[C:22]([O:21][CH3:20])[CH:23]=1)[C:6]([O:8][CH2:9][CH3:10])=[O:7]. Given the reactants [CH3:1][O:2][C:3]1[CH:4]=[C:5]([CH:11]=[CH:12][C:13]=1[O:14][CH2:15][CH2:16][NH:17][CH2:18][CH3:19])[C:6]([O:8][CH2:9][CH3:10])=[O:7].[CH3:20][O:21][C:22]1[CH:23]=[C:24]([CH2:39][C:40]([OH:42])=O)[CH:25]=[CH:26][C:27]=1[N:28](C1C=CC=CC=1C)[C:29]([NH2:31])=[O:30].CCN([CH2:48][CH3:49])CC, predict the reaction product. (3) Given the reactants [CH3:1][C@H:2]1[CH2:7][NH:6][CH2:5][C@H:4]([CH3:8])[N:3]1[C:9]1[O:10][C:11]2[C:12](=[C:14]([C:18]([O:20][CH3:21])=[O:19])[CH:15]=[CH:16][CH:17]=2)[N:13]=1.N1C=CC=CC=1.[C:28](Cl)(=[O:30])[CH3:29], predict the reaction product. The product is: [C:28]([N:6]1[CH2:5][C@H:4]([CH3:8])[N:3]([C:9]2[O:10][C:11]3[C:12](=[C:14]([C:18]([O:20][CH3:21])=[O:19])[CH:15]=[CH:16][CH:17]=3)[N:13]=2)[C@@H:2]([CH3:1])[CH2:7]1)(=[O:30])[CH3:29]. (4) Given the reactants [NH2:1][C:2]1[CH:3]=[C:4]([C:14](=[O:16])[CH3:15])[CH:5]=[C:6]([C:10]([CH3:13])([CH3:12])[CH3:11])[C:7]=1[O:8][CH3:9].C(=O)([O-])[O-].[K+].[K+].[I-].[Na+].[CH3:25][CH2:26][O:27][CH2:28][CH3:29], predict the reaction product. The product is: [C:10]([C:6]1[CH:5]=[C:4]([C:14](=[O:16])[CH3:15])[CH:3]=[C:2]([N:1]2[CH2:29][CH2:28][O:27][CH2:26][CH2:25]2)[C:7]=1[O:8][CH3:9])([CH3:11])([CH3:12])[CH3:13].